Task: Binary Classification. Given a drug SMILES string, predict its activity (active/inactive) in a high-throughput screening assay against a specified biological target.. Dataset: HIV replication inhibition screening data with 41,000+ compounds from the AIDS Antiviral Screen (1) The compound is Cl.O=C1CCCC1CN1CCCC1. The result is 0 (inactive). (2) The molecule is O=C1CC(c2ccc(Cl)cc2)=Nc2ccccc2N1. The result is 0 (inactive). (3) The drug is CCN(CC)c1ccc2c(c1)Oc1cc(N(CC)CC)ccc1C21c2ccccc2C(=O)N1c1ccccc1. The result is 0 (inactive). (4) The drug is O=S(=O)(O[IH2](O[IH2](OS(=O)(=O)C(F)(F)F)c1ccccc1)c1ccccc1)C(F)(F)F. The result is 0 (inactive). (5) The drug is CC1(C)CCCCC1C=CC(CC(O)(C(F)(F)F)C(F)(F)F)=NNc1ccc([N+](=O)[O-])cc1[N+](=O)[O-]. The result is 0 (inactive). (6) The molecule is O=C1CSC(c2ccccc2Cl)N1N1C(=O)CSC1c1ccccc1Cl. The result is 0 (inactive).